From a dataset of Forward reaction prediction with 1.9M reactions from USPTO patents (1976-2016). Predict the product of the given reaction. (1) The product is: [O:59]=[C:55]1[CH2:56][CH2:57][CH2:58][N:54]1[CH2:53][CH2:52][O:1][C:2]1[CH:3]=[C:4]2[C:14](=[O:15])[C:13]3[C:8](=[CH:9][CH:10]=[CH:11][CH:12]=3)[C:5]2=[N:6][CH:7]=1. Given the reactants [OH:1][C:2]1[CH:3]=[C:4]2[C:14](=[O:15])[C:13]3[C:8](=[CH:9][CH:10]=[CH:11][CH:12]=3)[C:5]2=[N:6][CH:7]=1.N(C(OC(C)(C)C)=O)=NC(OC(C)(C)C)=O.C1(P(C2C=CC=CC=2)C2C=CC=CC=2)C=CC=CC=1.O[CH2:52][CH2:53][N:54]1[CH2:58][CH2:57][CH2:56][C:55]1=[O:59], predict the reaction product. (2) Given the reactants Br[C:2]1[N:6]2[C:7]3[CH:19]=[CH:18][CH:17]=[N:16][C:8]=3[NH:9][C:10]3[CH:15]=[CH:14][CH:13]=[CH:12][C:11]=3[C:5]2=[N:4][C:3]=1[CH2:20][CH2:21][C:22]1[CH:27]=[CH:26][CH:25]=[CH:24][CH:23]=1.C(O)C.C(=O)(O)[O-].[Na+].CC1(C)C(C)(C)OB([C:44]2[CH:49]=[CH:48][C:47]([C:50]3([NH:54][C:55](=[O:61])[O:56][C:57]([CH3:60])([CH3:59])[CH3:58])[CH2:53][CH2:52][CH2:51]3)=[CH:46][CH:45]=2)O1, predict the reaction product. The product is: [CH2:20]([C:3]1[N:4]=[C:5]2[C:11]3[CH:12]=[CH:13][CH:14]=[CH:15][C:10]=3[NH:9][C:8]3[N:16]=[CH:17][CH:18]=[CH:19][C:7]=3[N:6]2[C:2]=1[C:44]1[CH:45]=[CH:46][C:47]([C:50]2([NH:54][C:55](=[O:61])[O:56][C:57]([CH3:59])([CH3:58])[CH3:60])[CH2:51][CH2:52][CH2:53]2)=[CH:48][CH:49]=1)[CH2:21][C:22]1[CH:23]=[CH:24][CH:25]=[CH:26][CH:27]=1. (3) The product is: [Br:14][C:15]1[C:16]([CH2:12][CH3:13])=[C:17]2[CH:23]=[CH:22][N:21]([S:24]([C:27]3[CH:32]=[CH:31][C:30]([CH3:33])=[CH:29][CH:28]=3)(=[O:25])=[O:26])[C:18]2=[N:19][CH:20]=1. Given the reactants C(=O)([O-])[O-].[K+].[K+].C(B([CH2:12][CH3:13])CC)C.[Br:14][C:15]1[C:16](I)=[C:17]2[CH:23]=[CH:22][N:21]([S:24]([C:27]3[CH:32]=[CH:31][C:30]([CH3:33])=[CH:29][CH:28]=3)(=[O:26])=[O:25])[C:18]2=[N:19][CH:20]=1, predict the reaction product.